This data is from Catalyst prediction with 721,799 reactions and 888 catalyst types from USPTO. The task is: Predict which catalyst facilitates the given reaction. Reactant: [NH2:1][CH2:2][C@@H:3]1[CH2:7][CH2:6][CH2:5][N:4]1[C:8]([O:10][C:11]([CH3:14])([CH3:13])[CH3:12])=[O:9].CCN(CC)CC.[Br:22][C:23]1[CH:28]=[CH:27][C:26]([S:29](Cl)(=[O:31])=[O:30])=[CH:25][CH:24]=1. Product: [Br:22][C:23]1[CH:28]=[CH:27][C:26]([S:29]([NH:1][CH2:2][C@@H:3]2[CH2:7][CH2:6][CH2:5][N:4]2[C:8]([O:10][C:11]([CH3:14])([CH3:13])[CH3:12])=[O:9])(=[O:31])=[O:30])=[CH:25][CH:24]=1. The catalyst class is: 4.